Dataset: Full USPTO retrosynthesis dataset with 1.9M reactions from patents (1976-2016). Task: Predict the reactants needed to synthesize the given product. (1) Given the product [O:32]=[C:26]1[CH:25]([N:18]2[CH2:17][C:16]3[C:20](=[CH:21][CH:22]=[CH:23][C:15]=3[CH2:14][NH:13][C:36]([NH:35][CH2:33][CH3:34])=[O:37])[C:19]2=[O:24])[CH2:30][CH2:29][C:28](=[O:31])[NH:27]1, predict the reactants needed to synthesize it. The reactants are: N12CCCN=C1CCCCC2.Cl.[NH2:13][CH2:14][C:15]1[CH:23]=[CH:22][CH:21]=[C:20]2[C:16]=1[CH2:17][N:18]([CH:25]1[CH2:30][CH2:29][C:28](=[O:31])[NH:27][C:26]1=[O:32])[C:19]2=[O:24].[CH2:33]([N:35]=[C:36]=[O:37])[CH3:34]. (2) Given the product [OH:24][C@H:25]1[CH2:29][N:28]([C:16]([O:18][C:19]([CH3:20])([CH3:21])[CH3:22])=[O:17])[C@@H:27]([C:30]([O:32][CH2:33][CH3:34])=[O:31])[CH2:26]1, predict the reactants needed to synthesize it. The reactants are: C(N(CC)CC)C.[C:16](O[C:16]([O:18][C:19]([CH3:22])([CH3:21])[CH3:20])=[O:17])([O:18][C:19]([CH3:22])([CH3:21])[CH3:20])=[O:17].Cl.[OH:24][C@H:25]1[CH2:29][NH:28][C@@H:27]([C:30]([O:32][CH2:33][CH3:34])=[O:31])[CH2:26]1. (3) The reactants are: C(OC(=O)[NH:10][C@@H:11]([CH:39]1[CH2:44][CH2:43][C:42]([F:46])([F:45])[CH2:41][CH2:40]1)[C:12]([N:14]1[C@H:19]([C:20](=[O:32])[NH:21][C@H:22]2[C:31]3[C:26](=[CH:27][CH:28]=[CH:29][CH:30]=3)[O:25][CH2:24][CH2:23]2)[CH2:18][N:17]2[CH2:33][C@H:34]([O:36][CH2:37][CH3:38])[CH2:35][C@@H:16]2[CH2:15]1)=[O:13])C1C=CC=CC=1.[ClH:48].CO. Given the product [ClH:48].[ClH:48].[NH2:10][C@@H:11]([CH:39]1[CH2:44][CH2:43][C:42]([F:45])([F:46])[CH2:41][CH2:40]1)[C:12]([N:14]1[C@H:19]([C:20]([NH:21][C@H:22]2[C:31]3[C:26](=[CH:27][CH:28]=[CH:29][CH:30]=3)[O:25][CH2:24][CH2:23]2)=[O:32])[CH2:18][N:17]2[CH2:33][C@H:34]([O:36][CH2:37][CH3:38])[CH2:35][C@@H:16]2[CH2:15]1)=[O:13], predict the reactants needed to synthesize it. (4) Given the product [CH2:7]([N:14]1[CH2:15][CH:16]2[CH2:22][CH:20]([CH2:19][N:18]([C:5]([NH:4][CH:1]([CH3:3])[CH3:2])=[O:6])[CH2:17]2)[CH2:21]1)[C:8]1[CH:13]=[CH:12][CH:11]=[CH:10][CH:9]=1, predict the reactants needed to synthesize it. The reactants are: [CH:1]([N:4]=[C:5]=[O:6])([CH3:3])[CH3:2].[CH2:7]([N:14]1[CH2:21][CH:20]2[CH2:22][CH:16]([CH2:17][NH:18][CH2:19]2)[CH2:15]1)[C:8]1[CH:13]=[CH:12][CH:11]=[CH:10][CH:9]=1. (5) Given the product [NH2:24][C:19]1[CH:20]=[CH:21][CH:22]=[CH:23][C:18]=1[CH2:17][C:16]([NH:15][CH:5]1[C:4]2[C:12](=[CH:13][CH:14]=[C:2]([Cl:1])[CH:3]=2)[O:11][C:7]2([CH2:10][CH2:9][CH2:8]2)[CH2:6]1)=[O:27], predict the reactants needed to synthesize it. The reactants are: [Cl:1][C:2]1[CH:3]=[C:4]2[C:12](=[CH:13][CH:14]=1)[O:11][C:7]1([CH2:10][CH2:9][CH2:8]1)[CH2:6][CH:5]2[NH:15][C:16](=[O:27])[CH2:17][C:18]1[CH:23]=[CH:22][CH:21]=[CH:20][C:19]=1[N+:24]([O-])=O.[NH4+].[Cl-]. (6) Given the product [NH3:19].[C:47]([O:46][C:45](=[O:51])[NH:44][CH2:43][CH2:42][C:39]1[CH:40]=[CH:41][C:36]([O:35][CH2:32]/[CH:33]=[CH:34]/[C:12]2[CH:13]=[CH:14][C:9]([O:8][CH2:1][C:2]3[CH:7]=[CH:6][CH:5]=[CH:4][CH:3]=3)=[C:10]([C@@H:16]([C:26]3[CH:31]=[CH:30][CH:29]=[CH:28][CH:27]=3)[CH2:17][CH2:18][N:19]([CH:20]([CH3:22])[CH3:21])[CH:23]([CH3:24])[CH3:25])[CH:11]=2)=[CH:37][CH:38]=1)([CH3:50])([CH3:49])[CH3:48], predict the reactants needed to synthesize it. The reactants are: [CH2:1]([O:8][C:9]1[CH:14]=[CH:13][C:12](Br)=[CH:11][C:10]=1[C@@H:16]([C:26]1[CH:31]=[CH:30][CH:29]=[CH:28][CH:27]=1)[CH2:17][CH2:18][N:19]([CH:23]([CH3:25])[CH3:24])[CH:20]([CH3:22])[CH3:21])[C:2]1[CH:7]=[CH:6][CH:5]=[CH:4][CH:3]=1.[CH2:32]([O:35][C:36]1[CH:41]=[CH:40][C:39]([CH2:42][CH2:43][NH:44][C:45](=[O:51])[O:46][C:47]([CH3:50])([CH3:49])[CH3:48])=[CH:38][CH:37]=1)[CH:33]=[CH2:34].C1(C)C=CC=CC=1P(C1C=CC=CC=1C)C1C=CC=CC=1C.C(N(C(C)C)CC)(C)C.